This data is from Full USPTO retrosynthesis dataset with 1.9M reactions from patents (1976-2016). The task is: Predict the reactants needed to synthesize the given product. (1) Given the product [F:17][C:11]([F:16])([S:12]([O-:15])(=[O:13])=[O:14])[CH:10]([OH:9])[C:18]([F:19])([F:21])[F:20].[C:35]1([S+:28]([C:22]2[CH:23]=[CH:24][CH:25]=[CH:26][CH:27]=2)[C:29]2[CH:34]=[CH:33][CH:32]=[CH:31][CH:30]=2)[CH:36]=[CH:37][CH:38]=[CH:39][CH:40]=1, predict the reactants needed to synthesize it. The reactants are: C([O:9][CH:10]([C:18]([F:21])([F:20])[F:19])[C:11]([F:17])([F:16])[S:12]([O-:15])(=[O:14])=[O:13])(=O)C1C=CC=CC=1.[C:22]1([S+:28]([C:35]2[CH:40]=[CH:39][CH:38]=[CH:37][CH:36]=2)[C:29]2[CH:34]=[CH:33][CH:32]=[CH:31][CH:30]=2)[CH:27]=[CH:26][CH:25]=[CH:24][CH:23]=1.[OH-].[Na+].Cl. (2) Given the product [CH2:23]([N:15]1[C:16](=[O:17])[C:5]2[N:4]([CH3:3])[C:12]3[CH:11]=[CH:10][CH:9]=[CH:8][C:7]=3[C:6]=2[C:13]([C:18]([O:20][CH2:21][CH3:22])=[O:19])=[N:14]1)[C:24]1[CH:29]=[CH:28][CH:27]=[CH:26][CH:25]=1, predict the reactants needed to synthesize it. The reactants are: [H-].[Na+].[CH3:3][N:4]1[C:12]2[CH:11]=[CH:10][CH:9]=[CH:8][C:7]=2[C:6]2[C:13]([C:18]([O:20][CH2:21][CH3:22])=[O:19])=[N:14][NH:15][C:16](=[O:17])[C:5]1=2.[CH2:23](Br)[C:24]1[CH:29]=[CH:28][CH:27]=[CH:26][CH:25]=1. (3) Given the product [CH3:1][O:2][N:3]=[C:4]1[CH2:5][C@@H:6]([C:16]2[O:17][C:18](=[S:21])[NH:19][N:20]=2)[N:7]([C:9]([C:41]2[CH:42]=[CH:43][C:38]([C:29]3[CH:34]=[CH:33][CH:32]=[CH:31][CH:30]=3)=[CH:39][CH:40]=2)=[O:11])[CH2:8]1, predict the reactants needed to synthesize it. The reactants are: [CH3:1][O:2][N:3]=[C:4]1[CH2:8][N:7]([C:9]([O:11]C(C)(C)C)=O)[C@H:6]([C:16]2[O:17][C:18](=[S:21])[NH:19][N:20]=2)[CH2:5]1.C(N(CC)CC)C.[C:29]1([C:38]2[CH:43]=[CH:42][CH:41]=[CH:40][CH:39]=2)[CH:34]=[CH:33][C:32](C(Cl)=O)=[CH:31][CH:30]=1.C(O)C(N)(CO)CO.